The task is: Predict the product of the given reaction.. This data is from Forward reaction prediction with 1.9M reactions from USPTO patents (1976-2016). (1) Given the reactants S(Cl)(Cl)=O.[OH:5][CH2:6][CH2:7][CH2:8][N:9]1[CH:14]=[CH:13][CH:12]=[CH:11][C:10]1=[O:15].[Cl:16][C:17]1[CH:36]=[CH:35][C:20]([NH:21][C:22]2[C:31]3[C:26](=[CH:27][C:28](O)=[C:29]([O:32][CH3:33])[CH:30]=3)[N:25]=[CH:24][N:23]=2)=[C:19]([F:37])[CH:18]=1.C(=O)([O-])[O-].[K+].[K+], predict the reaction product. The product is: [Cl:16][C:17]1[CH:36]=[CH:35][C:20]([NH:21][C:22]2[C:31]3[C:26](=[CH:27][C:28]([O:5][CH2:6][CH2:7][CH2:8][N:9]4[CH:14]=[CH:13][CH:12]=[CH:11][C:10]4=[O:15])=[C:29]([O:32][CH3:33])[CH:30]=3)[N:25]=[CH:24][N:23]=2)=[C:19]([F:37])[CH:18]=1. (2) Given the reactants [C:1]([O:5][C:6]([NH:8][C:9]([N:18]1[CH:22]=[CH:21][CH:20]=N1)=[N:10][C:11]([O:13][C:14]([CH3:17])([CH3:16])[CH3:15])=[O:12])=[O:7])([CH3:4])([CH3:3])[CH3:2].[CH:23]1([CH2:29][O:30][C:31]2[CH:32]=C(CN)C=[CH:35][CH:36]=2)[CH2:28][CH2:27][CH2:26][CH2:25][CH2:24]1, predict the reaction product. The product is: [C:1]([O:5][C:6]([NH:8]/[C:9](=[N:10]\[C:11](=[O:12])[O:13][C:14]([CH3:17])([CH3:15])[CH3:16])/[NH:18][CH2:22][C:21]1[CH:20]=[CH:35][CH:36]=[C:31]([O:30][CH2:29][CH:23]2[CH2:28][CH2:27][CH2:26][CH2:25][CH2:24]2)[CH:32]=1)=[O:7])([CH3:2])([CH3:3])[CH3:4]. (3) Given the reactants [I:1][C:2]1[CH:3]=[N:4][CH:5]=[C:6]([C:8]2[N:9]=[N:10][NH:11][N:12]=2)[CH:7]=1.Br[CH2:14][CH2:15][CH2:16][O:17][Si:18]([C:21]([CH3:24])([CH3:23])[CH3:22])([CH3:20])[CH3:19].C(=O)([O-])[O-].[K+].[K+], predict the reaction product. The product is: [Si:18]([O:17][CH2:16][CH2:15][CH2:14][N:10]1[N:11]=[N:12][C:8]([C:6]2[CH:5]=[N:4][CH:3]=[C:2]([I:1])[CH:7]=2)=[N:9]1)([C:21]([CH3:22])([CH3:23])[CH3:24])([CH3:20])[CH3:19]. (4) Given the reactants [C:1]([O:5][C:6](=[O:27])[NH:7][C:8]1[CH:13]=[CH:12][C:11]([C:14]2[CH:19]=[CH:18][C:17]([C:20]3[CH:25]=[CH:24][CH:23]=[CH:22][CH:21]=3)=[CH:16][CH:15]=2)=[CH:10][C:9]=1[NH2:26])([CH3:4])([CH3:3])[CH3:2].CC1(C)[O:34][C:33]([C:35]2[CH:36]=[C:37]([CH:40]=[CH:41][CH:42]=2)[C:38]#[N:39])=[CH:32][C:31](=O)[O:30]1, predict the reaction product. The product is: [C:1]([O:5][C:6](=[O:27])[NH:7][C:8]1[CH:13]=[CH:12][C:11]([C:14]2[CH:19]=[CH:18][C:17]([C:20]3[CH:21]=[CH:22][CH:23]=[CH:24][CH:25]=3)=[CH:16][CH:15]=2)=[CH:10][C:9]=1[NH:26][C:31](=[O:30])[CH2:32][C:33]([C:35]1[CH:42]=[CH:41][CH:40]=[C:37]([C:38]#[N:39])[CH:36]=1)=[O:34])([CH3:4])([CH3:2])[CH3:3]. (5) The product is: [CH3:1][C:2]1[S:6][C:5]([C:7]2[CH:8]=[C:9]([CH2:10][OH:11])[CH:15]=[CH:16][CH:17]=2)=[N:4][CH:3]=1. Given the reactants [CH3:1][C:2]1[S:6][C:5]([C:7]2[CH:8]=[C:9]([CH:15]=[CH:16][CH:17]=2)[C:10](OCC)=[O:11])=[N:4][CH:3]=1.CC(C[AlH]CC(C)C)C.[OH-].[Na+].C([O-])(O)=O.[Na+], predict the reaction product. (6) Given the reactants [CH:1]1([CH2:6][C@H:7]([C:22]2[CH:27]=[CH:26][C:25]([S:28][CH:29]([CH3:31])[CH3:30])=[CH:24][CH:23]=2)[C:8](N([C@H](C)[C@H](O)C2C=CC=CC=2)C)=[O:9])[CH2:5][CH2:4][CH2:3][CH2:2]1.S(=O)(=O)(O)[OH:33], predict the reaction product. The product is: [CH:1]1([CH2:6][C@H:7]([C:22]2[CH:27]=[CH:26][C:25]([S:28][CH:29]([CH3:31])[CH3:30])=[CH:24][CH:23]=2)[C:8]([OH:9])=[O:33])[CH2:2][CH2:3][CH2:4][CH2:5]1. (7) The product is: [CH3:4][C:2]([O:5][C:6]([N:8]1[CH2:13][CH2:12][N:11]([S:14]([NH:17][C:59]2[CH:64]=[C:63]([O:65][CH2:66][CH3:67])[N:62]=[C:61]([S:68][CH2:69][C:70]3[CH:75]=[CH:74][CH:73]=[C:72]([F:76])[C:71]=3[F:77])[N:60]=2)(=[O:16])=[O:15])[CH2:10][CH2:9]1)=[O:7])([CH3:1])[CH3:3]. Given the reactants [CH3:1][C:2]([O:5][C:6]([N:8]1[CH2:13][CH2:12][N:11]([S:14]([NH2:17])(=[O:16])=[O:15])[CH2:10][CH2:9]1)=[O:7])([CH3:4])[CH3:3].C1(P(C2CCCCC2)C2C=CC=CC=2C2C(C(C)C)=CC(C(C)C)=CC=2C(C)C)CCCCC1.C(=O)([O-])[O-].[Cs+].[Cs+].Cl[C:59]1[CH:64]=[C:63]([O:65][CH2:66][CH3:67])[N:62]=[C:61]([S:68][CH2:69][C:70]2[CH:75]=[CH:74][CH:73]=[C:72]([F:76])[C:71]=2[F:77])[N:60]=1, predict the reaction product. (8) Given the reactants [Cl:1][C:2]1[CH:3]=[C:4]([CH:7]=[C:8]([O:11][CH2:12][CH3:13])[C:9]=1[OH:10])[CH:5]=[O:6].[F:14][C:15]([F:19])([F:18])[CH2:16]I.FC(F)(F)S(OCC(F)(F)F)(=O)=O, predict the reaction product. The product is: [Cl:1][C:2]1[CH:3]=[C:4]([CH:7]=[C:8]([O:11][CH2:12][CH3:13])[C:9]=1[O:10][CH2:16][C:15]([F:19])([F:18])[F:14])[CH:5]=[O:6]. (9) Given the reactants [CH2:1]([O:8][C:9]([NH:11][C@H:12]1[C@H:17]([NH:18][C:19]([C:21]2[NH:22][C:23]([CH2:27][CH3:28])=[C:24]([Cl:26])[N:25]=2)=[O:20])[CH2:16][CH2:15][N:14](C(OC(C)(C)C)=O)[CH2:13]1)=[O:10])[C:2]1[CH:7]=[CH:6][CH:5]=[CH:4][CH:3]=1.C(=O)([O-])[O-].[Na+].[Na+].Br[C:43]1[S:44][C:45]([C:49]([O:51][CH2:52][CH3:53])=[O:50])=[C:46]([CH3:48])[N:47]=1, predict the reaction product. The product is: [CH2:1]([O:8][C:9]([NH:11][C@H:12]1[C@H:17]([NH:18][C:19]([C:21]2[NH:22][C:23]([CH2:27][CH3:28])=[C:24]([Cl:26])[N:25]=2)=[O:20])[CH2:16][CH2:15][N:14]([C:43]2[S:44][C:45]([C:49]([O:51][CH2:52][CH3:53])=[O:50])=[C:46]([CH3:48])[N:47]=2)[CH2:13]1)=[O:10])[C:2]1[CH:3]=[CH:4][CH:5]=[CH:6][CH:7]=1. (10) Given the reactants [CH2:1]([O:3][CH:4]([O:21][CH2:22][CH3:23])[C:5]1[O:13][C:12]2[C:11]([C:14]3[CH:15]=[C:16]([OH:20])[CH:17]=[CH:18][CH:19]=3)=[CH:10][N:9]=[CH:8][C:7]=2[CH:6]=1)[CH3:2].Br[C:25]1[CH:26]=[N:27][CH:28]=[N:29][CH:30]=1.N1C=CC=CC=1C(O)=O.P([O-])([O-])([O-])=O.[K+].[K+].[K+], predict the reaction product. The product is: [CH2:22]([O:21][CH:4]([O:3][CH2:1][CH3:2])[C:5]1[O:13][C:12]2[C:11]([C:14]3[CH:19]=[CH:18][CH:17]=[C:16]([O:20][C:25]4[CH:26]=[N:27][CH:28]=[N:29][CH:30]=4)[CH:15]=3)=[CH:10][N:9]=[CH:8][C:7]=2[CH:6]=1)[CH3:23].